This data is from Forward reaction prediction with 1.9M reactions from USPTO patents (1976-2016). The task is: Predict the product of the given reaction. (1) Given the reactants C(C1C=C(N[CH:11](C2C=CC(OC)=C(OC)C=2)[C:12]([OH:14])=[O:13])C=CC=1)(=O)N.[NH2:25][C:26]1[CH:27]=[C:28]([CH:32]=[CH:33][C:34]=1[F:35])[C:29]([NH2:31])=[O:30].[CH2:36]([C:38]1[CH:39]=[C:40](B(O)O)[CH:41]=[CH:42][C:43]=1[F:44])[CH3:37].O.C(O)(=O)C=O, predict the reaction product. The product is: [C:29]([C:28]1[CH:32]=[CH:33][C:34]([F:35])=[C:26]([NH:25][CH:11]([C:40]2[CH:41]=[CH:42][C:43]([F:44])=[C:38]([CH2:36][CH3:37])[CH:39]=2)[C:12]([OH:14])=[O:13])[CH:27]=1)(=[O:30])[NH2:31]. (2) Given the reactants [N:1]([C:4]1[CH:11]=[C:10]([CH3:12])[C:7]([C:8]#[N:9])=[C:6]([CH3:13])[N:5]=1)=[C:2]=S.C(N(CC)CC)C.Cl.Cl.[NH2:23][CH2:24][C:25]1([OH:33])[CH:30]2[CH2:31][CH2:32][N:27]([CH2:28][CH2:29]2)[CH2:26]1.C(N=C=NC(C)C)(C)C, predict the reaction product. The product is: [N:27]12[CH2:32][CH2:31][CH:30]([CH2:29][CH2:28]1)[C@@:25]1([O:33][C:2]([NH:1][C:4]3[CH:11]=[C:10]([CH3:12])[C:7]([C:8]#[N:9])=[C:6]([CH3:13])[N:5]=3)=[N:23][CH2:24]1)[CH2:26]2. (3) Given the reactants Br[CH:2]1[CH2:28][O:27][C:5]2=[CH:6][CH:7]=[C:8]3[C:12]([N:11]([CH2:13][C@@H:14]([NH:16][C:17](=[O:26])[O:18][CH2:19][C:20]4[CH:25]=[CH:24][CH:23]=[CH:22][CH:21]=4)[CH3:15])[N:10]=[CH:9]3)=[C:4]2[CH:3]1[OH:29].[OH-:30].[Na+].[CH3:32]O, predict the reaction product. The product is: [OH:30][CH:2]1[CH2:28][O:27][C:5]2=[CH:6][CH:7]=[C:8]3[C:12]([N:11]([CH2:13][C@@H:14]([NH:16][C:17](=[O:26])[O:18][CH2:19][C:20]4[CH:25]=[CH:24][CH:23]=[CH:22][CH:21]=4)[CH3:15])[N:10]=[CH:9]3)=[C:4]2[CH:3]1[O:29][CH3:32].